Dataset: Forward reaction prediction with 1.9M reactions from USPTO patents (1976-2016). Task: Predict the product of the given reaction. (1) Given the reactants [Cl:1][C:2]1[CH:3]=[C:4]([CH:6]=[CH:7][C:8]=1[Cl:9])[NH2:5].[C:10]([O:15][CH:16]([CH3:18])[CH3:17])(=[O:14])[C:11]([CH3:13])=O, predict the reaction product. The product is: [CH:16]([O:15][C:10](=[O:14])[C@H:11]([CH3:13])[NH:5][C:4]1[CH:6]=[CH:7][C:8]([Cl:9])=[C:2]([Cl:1])[CH:3]=1)([CH3:18])[CH3:17]. (2) Given the reactants Cl.[Cl:2][C:3]1[CH:4]=[C:5]([C:13]2[O:17][N:16]=[C:15]([C:18]3[C:28]4[O:27][CH2:26][CH2:25][NH:24][CH2:23][C:22]=4[CH:21]=[CH:20][CH:19]=3)[N:14]=2)[CH:6]=[CH:7][C:8]=1[O:9][CH:10]([CH3:12])[CH3:11].Br[CH2:30][CH2:31][CH2:32][C:33]([O:35][CH2:36][CH3:37])=[O:34].CCN(C(C)C)C(C)C, predict the reaction product. The product is: [Cl:2][C:3]1[CH:4]=[C:5]([C:13]2[O:17][N:16]=[C:15]([C:18]3[C:28]4[O:27][CH2:26][CH2:25][N:24]([CH2:30][CH2:31][CH2:32][C:33]([O:35][CH2:36][CH3:37])=[O:34])[CH2:23][C:22]=4[CH:21]=[CH:20][CH:19]=3)[N:14]=2)[CH:6]=[CH:7][C:8]=1[O:9][CH:10]([CH3:12])[CH3:11].